From a dataset of Reaction yield outcomes from USPTO patents with 853,638 reactions. Predict the reaction yield, written as a fraction of the theoretical maximum amount of product (1.0 means a 100% yield; for example, 0.34 means a 34% yield). (1) The reactants are [NH2:1][C:2]1[N:7]=[C:6]([C:8]2[O:9][C:10](Br)=[CH:11][CH:12]=2)[C:5]([C:14]#[N:15])=[C:4]([S:16][CH3:17])[N:3]=1.C1([As](C2C=CC=CC=2)C2C=CC=CC=2)C=CC=CC=1.C(N(CC)CC)C.[CH2:44]([OH:46])[CH3:45].CN([CH:50]=[O:51])C. The catalyst is C1C=CC(/C=C/C(/C=C/C2C=CC=CC=2)=O)=CC=1.C1C=CC(/C=C/C(/C=C/C2C=CC=CC=2)=O)=CC=1.[Pd]. The product is [CH2:44]([O:46][C:50]([C:10]1[O:9][C:8]([C:6]2[C:5]([C:14]#[N:15])=[C:4]([S:16][CH3:17])[N:3]=[C:2]([NH2:1])[N:7]=2)=[CH:12][CH:11]=1)=[O:51])[CH3:45]. The yield is 0.0600. (2) The catalyst is CC1C=CC=CC=1[P](C1C=CC=CC=1C)([Pd](Cl)(Cl)[P](C1=C(C)C=CC=C1)(C1C=CC=CC=1C)C1C=CC=CC=1C)C1C=CC=CC=1C. The yield is 0.750. The reactants are [CH3:1][C:2]1[CH:7]=[CH:6][C:5]([S:8]([O:11][CH2:12][CH:13]2[CH2:17][C:16]3[CH:18]=[CH:19][CH:20]=[C:21](Br)[C:15]=3[O:14]2)(=[O:10])=[O:9])=[CH:4][CH:3]=1.[F:23][C:24]1[CH:25]=[C:26](B(O)O)[CH:27]=[CH:28][CH:29]=1.C(=O)([O-])[O-].[K+].[K+]. The product is [CH3:1][C:2]1[CH:7]=[CH:6][C:5]([S:8]([O:11][CH2:12][CH:13]2[CH2:17][C:16]3[CH:18]=[CH:19][CH:20]=[C:21]([C:28]4[CH:27]=[CH:26][CH:25]=[C:24]([F:23])[CH:29]=4)[C:15]=3[O:14]2)(=[O:10])=[O:9])=[CH:4][CH:3]=1. (3) The reactants are N1C2C=CC=NC=2NC=1.[H-].[Na+].ClC[C:14]1[CH:24]=[CH:23][C:17]2[N:18]=[C:19]([S:21][CH3:22])[S:20][C:16]=2[CH:15]=1.O. The catalyst is CN(C=O)C. The product is [CH3:22][S:21][C:19]1[S:20][C:16]2[CH:15]=[CH:14][CH:24]=[CH:23][C:17]=2[N:18]=1. The yield is 0.410. (4) The reactants are [C:1]([N:20]1[CH:24]=[C:23]([C:25]2[CH:30]=[CH:29][CH:28]=[CH:27][C:26]=2[OH:31])[N:22]=[CH:21]1)([C:14]1[CH:19]=[CH:18][CH:17]=[CH:16][CH:15]=1)([C:8]1[CH:13]=[CH:12][CH:11]=[CH:10][CH:9]=1)[C:2]1[CH:7]=[CH:6][CH:5]=[CH:4][CH:3]=1.[H-].[Na+].CC1C=CC(S(O[CH2:45][CH2:46][C:47]2[CH:52]=[CH:51][C:50]([N:53]3C(=O)C4C(=CC=CC=4)C3=O)=[CH:49][CH:48]=2)(=O)=O)=CC=1.O.NN. The catalyst is CN(C=O)C.O. The product is [C:1]([N:20]1[CH:24]=[C:23]([C:25]2[CH:30]=[CH:29][CH:28]=[CH:27][C:26]=2[O:31][CH2:45][CH2:46][C:47]2[CH:52]=[CH:51][C:50]([NH2:53])=[CH:49][CH:48]=2)[N:22]=[CH:21]1)([C:14]1[CH:19]=[CH:18][CH:17]=[CH:16][CH:15]=1)([C:2]1[CH:7]=[CH:6][CH:5]=[CH:4][CH:3]=1)[C:8]1[CH:9]=[CH:10][CH:11]=[CH:12][CH:13]=1. The yield is 0.600. (5) The reactants are [C:1]([OH:9])(=O)[C:2]1[CH:7]=[CH:6][N:5]=[CH:4][CH:3]=1.CN1CCOCC1.ClC(OCC(C)C)=O.[NH2:25][C:26]1[CH:27]=[C:28]([C:32]2[N:37]3[N:38]=[CH:39][C:40]([C:41]([C:43]4[S:44][CH:45]=[CH:46][CH:47]=4)=[O:42])=[C:36]3[N:35]=[CH:34][CH:33]=2)[CH:29]=[CH:30][CH:31]=1.C(N(CC)CC)C. The catalyst is C(Cl)Cl.CN(C)C1C=CN=CC=1. The product is [S:44]1[CH:45]=[CH:46][CH:47]=[C:43]1[C:41]([C:40]1[CH:39]=[N:38][N:37]2[C:32]([C:28]3[CH:27]=[C:26]([NH:25][C:1](=[O:9])[C:2]4[CH:3]=[CH:4][N:5]=[CH:6][CH:7]=4)[CH:31]=[CH:30][CH:29]=3)=[CH:33][CH:34]=[N:35][C:36]=12)=[O:42]. The yield is 0.640.